The task is: Regression. Given two drug SMILES strings and cell line genomic features, predict the synergy score measuring deviation from expected non-interaction effect.. This data is from NCI-60 drug combinations with 297,098 pairs across 59 cell lines. Drug 1: CCN(CC)CCNC(=O)C1=C(NC(=C1C)C=C2C3=C(C=CC(=C3)F)NC2=O)C. Drug 2: C(CCl)NC(=O)N(CCCl)N=O. Cell line: HCC-2998. Synergy scores: CSS=-3.62, Synergy_ZIP=3.15, Synergy_Bliss=3.83, Synergy_Loewe=-1.16, Synergy_HSA=-2.40.